The task is: Predict the reaction yield, written as a fraction of the theoretical maximum amount of product (1.0 means a 100% yield; for example, 0.34 means a 34% yield).. This data is from Reaction yield outcomes from USPTO patents with 853,638 reactions. (1) The reactants are [O:1]1[C:6]2[CH:7]=[CH:8][CH:9]=[CH:10][C:5]=2[NH:4][CH2:3][CH:2]1[C:11]#[N:12].[H-].[Al+3].[Li+].[H-].[H-].[H-]. The catalyst is C1COCC1. The product is [O:1]1[C:6]2[CH:7]=[CH:8][CH:9]=[CH:10][C:5]=2[NH:4][CH2:3][CH:2]1[CH2:11][NH2:12]. The yield is 0.631. (2) The reactants are [Br:1][C:2]1[N:7]=[C:6]([C:8]2([C:11]([OH:13])=O)[CH2:10][CH2:9]2)[CH:5]=[CH:4][CH:3]=1.[CH3:14][NH2:15]. No catalyst specified. The product is [CH3:14][NH:15][C:11]([C:8]1([C:6]2[CH:5]=[CH:4][CH:3]=[C:2]([Br:1])[N:7]=2)[CH2:10][CH2:9]1)=[O:13]. The yield is 0.700. (3) The reactants are [CH2:1]([O:3][C:4]([C:6]1[S:10][C:9]([NH2:11])=[N:8][CH:7]=1)=[O:5])[CH3:2].[C:12]([O:16][C:17]([O:19]C(OC(C)(C)C)=O)=[O:18])([CH3:15])([CH3:14])[CH3:13].O1CCC[CH2:28]1. The catalyst is CN(C)C1C=CN=CC=1. The product is [CH2:1]([O:3][C:4]([C:6]1[S:10][C:9]([NH:11][O:19][C:17]([O:16][C:12]([CH3:15])([CH3:14])[CH3:13])=[O:18])=[N:8][C:7]=1[CH3:28])=[O:5])[CH3:2]. The yield is 0.700. (4) The reactants are [CH3:1][O:2][CH2:3][CH2:4][O:5][C:6]1[CH:7]=[C:8]2[C:20]([NH:21][C:22]3[CH:23]=[CH:24][CH:25]=[C:26]([C:28]#[CH:29])[CH:27]=3)=[N:19][CH:18]=[N:17][C:9]2=[CH:10][C:11]=1[O:12][CH2:13][CH2:14][O:15][CH3:16].Cl.O.C(Cl)(Cl)Cl.[OH-].[Na+]. The catalyst is CO. The product is [CH3:1][O:2][CH2:3][CH2:4][O:5][C:6]1[CH:7]=[C:8]2[C:20]([NH:21][C:22]3[CH:23]=[CH:24][CH:25]=[C:26]([C:28]#[CH:29])[CH:27]=3)=[N:19][CH:18]=[N:17][C:9]2=[CH:10][C:11]=1[O:12][CH2:13][CH2:14][O:15][CH3:16]. The yield is 0.00200. (5) The reactants are Br[CH:2]([C:4]1[O:5][C:6](=[O:11])[C:7]([CH3:10])([CH3:9])[N:8]=1)[CH3:3].[K+].[CH2:13]([O:15][C:16]([S-:18])=[S:17])[CH3:14]. The catalyst is C(#N)C. The product is [CH2:13]([O:15][C:16](=[S:17])[S:18][CH:2]([C:4]1[O:5][C:6](=[O:11])[C:7]([CH3:10])([CH3:9])[N:8]=1)[CH3:3])[CH3:14]. The yield is 0.810. (6) The reactants are [CH2:1]([NH:3][C:4]([NH:6][C:7]1[S:8][C:9]2[C:15]([C:16]3[N:17]=[N:18][N:19]([CH2:21][Si](C)(C)C)[CH:20]=3)=[CH:14][C:13]([C:26]3[CH:27]=[N:28][C:29]([N:32]4[CH2:37][CH2:36][C:35]([CH3:43])([C:38]([O:40][CH2:41][CH3:42])=[O:39])[CH2:34][CH2:33]4)=[N:30][CH:31]=3)=[CH:12][C:10]=2[N:11]=1)=[O:5])[CH3:2].[F-].C([N+](CCCC)(CCCC)CCCC)CCC. The catalyst is C1COCC1.O. The product is [CH2:1]([NH:3][C:4]([NH:6][C:7]1[S:8][C:9]2[C:15]([C:16]3[N:17]=[N:18][N:19]([CH3:21])[CH:20]=3)=[CH:14][C:13]([C:26]3[CH:31]=[N:30][C:29]([N:32]4[CH2:37][CH2:36][C:35]([CH3:43])([C:38]([O:40][CH2:41][CH3:42])=[O:39])[CH2:34][CH2:33]4)=[N:28][CH:27]=3)=[CH:12][C:10]=2[N:11]=1)=[O:5])[CH3:2]. The yield is 0.750. (7) The reactants are [C:1]([C:4]1[CH:13]=[C:12]2[C:7]([NH:8][C:9](=[O:16])[C:10](=[O:15])[N:11]2[OH:14])=[CH:6][CH:5]=1)([OH:3])=[O:2].[CH2:17](Br)[C:18]1[CH:23]=[CH:22][CH:21]=[CH:20][CH:19]=1. The catalyst is P([O-])(O)(O)=O.[K+].C(O)C. The product is [CH2:17]([O:14][N:11]1[C:12]2[C:7](=[CH:6][CH:5]=[C:4]([C:1]([OH:3])=[O:2])[CH:13]=2)[NH:8][C:9](=[O:16])[C:10]1=[O:15])[C:18]1[CH:23]=[CH:22][CH:21]=[CH:20][CH:19]=1. The yield is 0.500. (8) The reactants are [F:1][C:2]1[CH:7]=[C:6]([F:8])[C:5]([C:9]2[C:18]3[C:13](=[CH:14][C:15]([N:19]4[CH2:24][CH2:23][O:22][CH2:21][CH2:20]4)=[CH:16][CH:17]=3)[N:12]=[CH:11][N:10]=2)=[CH:4][C:3]=1[CH2:25][C:26]#[N:27].Cl[C:29]1[C:34]([O:35][CH3:36])=[N:33][CH:32]=[CH:31][N:30]=1.CC(C)([O-])C.[K+].[NH4+].[Cl-]. The catalyst is O1CCCC1.O. The product is [F:1][C:2]1[CH:7]=[C:6]([F:8])[C:5]([C:9]2[C:18]3[C:13](=[CH:14][C:15]([N:19]4[CH2:20][CH2:21][O:22][CH2:23][CH2:24]4)=[CH:16][CH:17]=3)[N:12]=[CH:11][N:10]=2)=[CH:4][C:3]=1[CH:25]([C:29]1[C:34]([O:35][CH3:36])=[N:33][CH:32]=[CH:31][N:30]=1)[C:26]#[N:27]. The yield is 0.560. (9) The reactants are C(NC(C1SC(NC(N(CC(OC)OC)CC2C=CC(F)=CC=2)=O)=NC=1C)=O)C1C=CC=CC=1.C[O:36][CH:37](OC)[CH2:38][N:39]([CH2:59][C:60]1[CH:65]=[CH:64][C:63]([F:66])=[CH:62][CH:61]=1)[C:40](=[O:58])[NH:41][C:42]1[S:43][C:44]([C:48]([NH:50][CH2:51][C:52]2[CH:53]=[N:54][CH:55]=[CH:56][CH:57]=2)=[O:49])=[C:45]([CH3:47])[N:46]=1. No catalyst specified. The product is [F:66][C:63]1[CH:64]=[CH:65][C:60]([CH2:59][N:39]2[CH2:38][CH:37]([OH:36])[N:41]([C:42]3[S:43][C:44]([C:48]([NH:50][CH2:51][C:52]4[CH:53]=[N:54][CH:55]=[CH:56][CH:57]=4)=[O:49])=[C:45]([CH3:47])[N:46]=3)[C:40]2=[O:58])=[CH:61][CH:62]=1. The yield is 0.960.